This data is from NCI-60 drug combinations with 297,098 pairs across 59 cell lines. The task is: Regression. Given two drug SMILES strings and cell line genomic features, predict the synergy score measuring deviation from expected non-interaction effect. (1) Drug 1: CC1=C(C(CCC1)(C)C)C=CC(=CC=CC(=CC(=O)O)C)C. Drug 2: CCC1=C2CN3C(=CC4=C(C3=O)COC(=O)C4(CC)O)C2=NC5=C1C=C(C=C5)O. Cell line: CCRF-CEM. Synergy scores: CSS=61.8, Synergy_ZIP=3.95, Synergy_Bliss=3.97, Synergy_Loewe=-40.3, Synergy_HSA=0.914. (2) Drug 1: CC1=C(C=C(C=C1)NC2=NC=CC(=N2)N(C)C3=CC4=NN(C(=C4C=C3)C)C)S(=O)(=O)N.Cl. Drug 2: CC1C(C(CC(O1)OC2CC(CC3=C2C(=C4C(=C3O)C(=O)C5=CC=CC=C5C4=O)O)(C(=O)C)O)N)O. Cell line: DU-145. Synergy scores: CSS=40.9, Synergy_ZIP=-3.46, Synergy_Bliss=0.557, Synergy_Loewe=-17.6, Synergy_HSA=1.69. (3) Drug 2: CN(C(=O)NC(C=O)C(C(C(CO)O)O)O)N=O. Cell line: COLO 205. Synergy scores: CSS=3.20, Synergy_ZIP=0.510, Synergy_Bliss=0.573, Synergy_Loewe=-2.53, Synergy_HSA=-0.903. Drug 1: CC1CCC2CC(C(=CC=CC=CC(CC(C(=O)C(C(C(=CC(C(=O)CC(OC(=O)C3CCCCN3C(=O)C(=O)C1(O2)O)C(C)CC4CCC(C(C4)OC)O)C)C)O)OC)C)C)C)OC. (4) Drug 2: CS(=O)(=O)C1=CC(=C(C=C1)C(=O)NC2=CC(=C(C=C2)Cl)C3=CC=CC=N3)Cl. Synergy scores: CSS=2.09, Synergy_ZIP=2.37, Synergy_Bliss=7.40, Synergy_Loewe=-3.43, Synergy_HSA=0.0408. Cell line: HS 578T. Drug 1: CC12CCC(CC1=CCC3C2CCC4(C3CC=C4C5=CN=CC=C5)C)O. (5) Drug 1: C1C(C(OC1N2C=NC3=C(N=C(N=C32)Cl)N)CO)O. Drug 2: CC=C1C(=O)NC(C(=O)OC2CC(=O)NC(C(=O)NC(CSSCCC=C2)C(=O)N1)C(C)C)C(C)C. Cell line: CAKI-1. Synergy scores: CSS=55.3, Synergy_ZIP=2.23, Synergy_Bliss=1.42, Synergy_Loewe=-8.77, Synergy_HSA=0.580.